From a dataset of Full USPTO retrosynthesis dataset with 1.9M reactions from patents (1976-2016). Predict the reactants needed to synthesize the given product. (1) Given the product [CH2:46]([N:53]1[CH2:59][CH:58]2[CH:60]([CH2:61][N:62]([CH3:63])[C:36](=[O:38])[C@:35]([CH:30]3[CH2:31][CH2:32][CH2:33][CH2:34]3)([OH:45])[C:39]3[CH:44]=[CH:43][CH:42]=[CH:41][CH:40]=3)[CH:55]([CH2:56][CH2:57]2)[CH2:54]1)[C:47]1[CH:48]=[CH:49][CH:50]=[CH:51][CH:52]=1, predict the reactants needed to synthesize it. The reactants are: OC1C2N=NNC=2C=CC=1.CN1CCOCC1.Cl.CN(C)CCCN=C=NCC.[CH:30]1([C@@:35]([OH:45])([C:39]2[CH:44]=[CH:43][CH:42]=[CH:41][CH:40]=2)[C:36]([OH:38])=O)[CH2:34][CH2:33][CH2:32][CH2:31]1.[CH2:46]([N:53]1[CH2:59][CH:58]2[CH:60]([CH2:61][NH:62][CH3:63])[CH:55]([CH2:56][CH2:57]2)[CH2:54]1)[C:47]1[CH:52]=[CH:51][CH:50]=[CH:49][CH:48]=1. (2) Given the product [OH:1][C:2]1[C:7]([O:8][CH3:9])=[CH:6][CH:5]=[CH:4][C:3]=1[C:10]1[C:18]2[C:17]([NH:19][C@H:20]([C:22]3[N:27]([C:28]4[CH:33]=[CH:32][CH:31]=[CH:30][CH:29]=4)[C:26](=[O:34])[C:25]4=[C:35]([CH3:38])[CH:36]=[CH:37][N:24]4[N:23]=3)[CH3:21])=[N:16][CH:15]=[N:14][C:13]=2[NH:12][CH:11]=1, predict the reactants needed to synthesize it. The reactants are: [OH:1][C:2]1[C:7]([O:8][CH3:9])=[CH:6][CH:5]=[CH:4][C:3]=1[C:10]1[C:18]2[C:17]([NH:19][C@H:20]([C:22]3[N:27]([C:28]4[CH:33]=[CH:32][CH:31]=[CH:30][CH:29]=4)[C:26](=[O:34])[C:25]4=[C:35]([CH3:38])[CH:36]=[CH:37][N:24]4[N:23]=3)[CH3:21])=[N:16][CH:15]=[N:14][C:13]=2[N:12](COCC[Si](C)(C)C)[CH:11]=1.FC(F)(F)C(O)=O.N. (3) Given the product [ClH:29].[C:1]([O:9][C:10]1[CH:15]=[C:14]([NH:16][CH2:17][CH2:18][CH:19]=[O:20])[N:13]=[C:12]2[CH:26]=[CH:27][S:28][C:11]=12)(=[O:8])[C:2]1[CH:3]=[CH:4][CH:5]=[CH:6][CH:7]=1, predict the reactants needed to synthesize it. The reactants are: [C:1]([O:9][C:10]1[CH:15]=[C:14]([NH:16][CH2:17][CH2:18][CH:19](OCC)[O:20]CC)[N:13]=[C:12]2[CH:26]=[CH:27][S:28][C:11]=12)(=[O:8])[C:2]1[CH:7]=[CH:6][CH:5]=[CH:4][CH:3]=1.[ClH:29]. (4) Given the product [I:18][C:19]1[CH:24]=[CH:23][C:22]([S:25]([NH:1][CH2:2][C:3]2[CH:4]=[CH:5][C:6]([C:7]([N:9]([CH3:30])[C:10]3[CH:11]=[CH:12][N:13]=[CH:14][CH:15]=3)=[O:8])=[CH:16][CH:17]=2)(=[O:27])=[O:26])=[CH:21][CH:20]=1, predict the reactants needed to synthesize it. The reactants are: [NH2:1][CH2:2][C:3]1[CH:17]=[CH:16][C:6]([C:7]([NH:9][C:10]2[CH:15]=[CH:14][N:13]=[CH:12][CH:11]=2)=[O:8])=[CH:5][CH:4]=1.[I:18][C:19]1[CH:24]=[CH:23][C:22]([S:25](Cl)(=[O:27])=[O:26])=[CH:21][CH:20]=1.N1C=CC=C[CH:30]=1. (5) Given the product [CH3:1][N:2]([CH2:3][C:4]1[CH:9]=[CH:8][CH:7]=[CH:6][CH:5]=1)[C:14]1[C:13]2[N:17]=[CH:18][N:19]([C:12]=2[N:11]=[CH:10][N:15]=1)[C@@H:20]1[O:24][C@H:23]([CH2:25][OH:26])[C@@H:22]([OH:27])[C@H:21]1[OH:28], predict the reactants needed to synthesize it. The reactants are: [CH3:1][NH:2][CH2:3][C:4]1[CH:9]=[CH:8][CH:7]=[CH:6][CH:5]=1.[CH:10]1[N:15]=[C:14](Cl)[C:13]2[N:17]=[CH:18][N:19]([C@@H:20]3[O:24][C@H:23]([CH2:25][OH:26])[C@@H:22]([OH:27])[C@H:21]3[OH:28])[C:12]=2[N:11]=1.